This data is from Reaction yield outcomes from USPTO patents with 853,638 reactions. The task is: Predict the reaction yield, written as a fraction of the theoretical maximum amount of product (1.0 means a 100% yield; for example, 0.34 means a 34% yield). (1) The reactants are [CH2:1]([O:3][C:4](=[O:33])[CH2:5][NH:6][CH2:7][C:8]1[CH:13]=[CH:12][CH:11]=[C:10]([O:14][CH2:15][CH2:16][C:17]2[N:18]=[C:19]([C:23]3[CH:28]=[CH:27][C:26]([C:29]([F:32])([F:31])[F:30])=[CH:25][CH:24]=3)[O:20][C:21]=2[CH3:22])[CH:9]=1)[CH3:2].[F:34][C:35]1[CH:36]=[C:37]([N:41]([S:43](Cl)(=[O:45])=[O:44])[CH3:42])[CH:38]=[CH:39][CH:40]=1.C(N(CC)CC)C. No catalyst specified. The product is [CH2:1]([O:3][C:4](=[O:33])[CH2:5][N:6]([S:43]([N:41]([C:37]1[CH:38]=[CH:39][CH:40]=[C:35]([F:34])[CH:36]=1)[CH3:42])(=[O:44])=[O:45])[CH2:7][C:8]1[CH:13]=[CH:12][CH:11]=[C:10]([O:14][CH2:15][CH2:16][C:17]2[N:18]=[C:19]([C:23]3[CH:28]=[CH:27][C:26]([C:29]([F:30])([F:32])[F:31])=[CH:25][CH:24]=3)[O:20][C:21]=2[CH3:22])[CH:9]=1)[CH3:2]. The yield is 0.410. (2) The reactants are [Br:1][C:2]1[C:3]([S:11][C:12]2[NH:20][C:19]3[C:14](=[N:15][CH:16]=[N:17][C:18]=3[NH2:21])[N:13]=2)=[CH:4][C:5]2[O:9][CH2:8][O:7][C:6]=2[CH:10]=1.C1C=CC(P(C2C=CC=CC=2)C2C=CC=CC=2)=CC=1.[Br:41][CH2:42][CH2:43][CH2:44]O.C1C=CC(COC(/N=N/C(OCC2C=CC=CC=2)=O)=O)=CC=1. The catalyst is C1(C)C=CC=CC=1.C(Cl)Cl.C(O)(C)C.CCOC(C)=O.C(Cl)(Cl)Cl. The product is [Br:1][C:2]1[C:3]([S:11][C:12]2[N:13]([CH2:44][CH2:43][CH2:42][Br:41])[C:14]3[C:19]([N:20]=2)=[C:18]([NH2:21])[N:17]=[CH:16][N:15]=3)=[CH:4][C:5]2[O:9][CH2:8][O:7][C:6]=2[CH:10]=1. The yield is 0.210. (3) The catalyst is CN(C)C=O. The product is [CH3:1][O:2][C:3](=[O:46])[NH:4][CH:5]([C:12]([N:14]1[CH2:18][CH2:17][CH2:16][CH:15]1[C:19]1[NH:20][C:21]([C:24]2[CH:25]=[CH:26][C:27]([C:30]3[CH:35]=[CH:34][C:33]([C:36]4[NH:37][C:38]([CH:41]5[CH2:45][CH2:44][CH2:43][N:42]5[C:53](=[O:54])[CH:52]([NH:51][C:49]([O:48][CH3:47])=[O:50])[CH:56]([CH3:58])[CH3:57])=[N:39][CH:40]=4)=[CH:32][CH:31]=3)=[CH:28][CH:29]=2)=[CH:22][N:23]=1)=[O:13])[CH2:6][CH2:7][C:8]([F:9])([F:11])[F:10]. The reactants are [CH3:1][O:2][C:3](=[O:46])[NH:4][CH:5]([C:12]([N:14]1[CH2:18][CH2:17][CH2:16][CH:15]1[C:19]1[NH:20][C:21]([C:24]2[CH:29]=[CH:28][C:27]([C:30]3[CH:35]=[CH:34][C:33]([C:36]4[NH:37][C:38]([CH:41]5[CH2:45][CH2:44][CH2:43][NH:42]5)=[N:39][CH:40]=4)=[CH:32][CH:31]=3)=[CH:26][CH:25]=2)=[CH:22][N:23]=1)=[O:13])[CH2:6][CH2:7][C:8]([F:11])([F:10])[F:9].[CH3:47][O:48][C:49]([NH:51][CH:52]([CH:56]([CH3:58])[CH3:57])[C:53](O)=[O:54])=[O:50].CN(C(ON1N=NC2C=CC=NC1=2)=[N+](C)C)C.F[P-](F)(F)(F)(F)F.C(N(C(C)C)CC)(C)C. The yield is 0.470. (4) The reactants are FC1C=C2C(C(I)=CN2S(C2C=CC=CC=2)(=O)=O)=CC=1.[F:21][C:22]1[CH:30]=[C:29]2[C:25]([C:26]([C:40]3[CH:41]=[C:42]4[C:46](=[CH:47][CH:48]=3)[N:45]([CH2:49][C:50]([NH2:52])=[O:51])[N:44]=[CH:43]4)=[CH:27][N:28]2S(C2C=CC=CC=2)(=O)=O)=[CH:24][CH:23]=1.FC1C=C2C(C(C3C=CC4C(=CN(CC(N)=O)N=4)C=3)=CN2S(C2C=CC=CC=2)(=O)=O)=CC=1. No catalyst specified. The product is [F:21][C:22]1[CH:30]=[C:29]2[C:25]([C:26]([C:40]3[CH:41]=[C:42]4[C:46](=[CH:47][CH:48]=3)[N:45]([CH2:49][C:50]([NH2:52])=[O:51])[N:44]=[CH:43]4)=[CH:27][NH:28]2)=[CH:24][CH:23]=1. The yield is 0.140. (5) The reactants are C(O[BH-]([O:10][C:11](=[O:13])[CH3:12])OC(=O)C)(=O)C.C[N+:15]([CH3:18])(C)C.C(OC(=O)CN[CH2:25][C:26]1[CH:31]=[CH:30][CH:29]=[CH:28][CH:27]=1)C.C(=O)[CH2:34][CH3:35].[C:37](O)(=O)[CH3:38]. The catalyst is C(Cl)Cl. The product is [CH2:25]([CH2:37][CH2:38][CH2:18][NH:15][CH2:12][C:11]([O:10][CH2:34][CH3:35])=[O:13])[C:26]1[CH:27]=[CH:28][CH:29]=[CH:30][CH:31]=1. The yield is 0.960. (6) The reactants are [OH:1][C:2]1[CH:3]=[C:4]([C@@H:8]([NH:10][C:11](=[O:17])[O:12][C:13]([CH3:16])([CH3:15])[CH3:14])[CH3:9])[CH:5]=[CH:6][CH:7]=1.[CH:35]1[CH:36]=[CH:31]C(P([C:31]2[CH:36]=[CH:35][CH:34]=[CH:33]C=2)[C:35]2[CH:36]=[CH:31]C=[CH:33][CH:34]=2)=[CH:33][CH:34]=1.C1(O)CCCC1.CCOC(/N=N/C(OCC)=O)=O.N#N. The catalyst is C1COCC1. The product is [CH:33]1([O:1][C:2]2[CH:3]=[C:4]([C@@H:8]([NH:10][C:11](=[O:17])[O:12][C:13]([CH3:16])([CH3:15])[CH3:14])[CH3:9])[CH:5]=[CH:6][CH:7]=2)[CH2:34][CH2:35][CH2:36][CH2:31]1. The yield is 0.543. (7) The reactants are [OH:1][CH2:2][C@@H:3]1[CH2:7][N:6]([C:8]([O:10][C:11]([CH3:14])([CH3:13])[CH3:12])=[O:9])[C@H:5]([C:15]([O:17][CH3:18])=[O:16])[CH2:4]1.[F:19][C:20]([F:28])(S(F)(=O)=O)C(O)=O. The catalyst is [Cu]I.C(#N)C. The product is [F:19][CH:20]([F:28])[O:1][CH2:2][C@@H:3]1[CH2:7][N:6]([C:8]([O:10][C:11]([CH3:13])([CH3:14])[CH3:12])=[O:9])[C@H:5]([C:15]([O:17][CH3:18])=[O:16])[CH2:4]1. The yield is 0.610. (8) The reactants are O[C@H]([C@H](O)CO)CN(C[C@H](O)[C@H](O)CO)CCO[C:8]1[CH:13]=[CH:12][C:11]([CH2:14][CH2:15][CH2:16][CH2:17][NH2:18])=[CH:10][CH:9]=1.[CH2:30]([OH:32])[CH3:31].C(N(CC)CC)C.I.NC1C([C:50](NC(=N)SC)=[O:51])=NC(Cl)=C(N)N=1.C([O:61]C)(C)(C)C. No catalyst specified. The product is [OH:32][C@H:30]([CH2:50][OH:51])[CH2:31][O:61][C:10]1[CH:9]=[CH:8][CH:13]=[CH:12][C:11]=1[CH2:14][CH2:15][CH2:16][CH2:17][NH2:18]. The yield is 0.490. (9) The reactants are [CH2:1]([N:3]1[C:7](=[O:8])[C:6](=[O:9])[CH:5]([C:10]([O:12][CH2:13][CH3:14])=[O:11])[CH2:4]1)[CH3:2].[CH3:15]CN(C(C)C)C(C)C. The catalyst is C(#N)C.CO. The product is [CH2:1]([N:3]1[C:7](=[O:8])[C:6]([O:9][CH3:15])=[C:5]([C:10]([O:12][CH2:13][CH3:14])=[O:11])[CH2:4]1)[CH3:2]. The yield is 0.950. (10) The reactants are Cl[C:2]1[N:9]=[C:8]([NH:10][CH:11]2[CH2:13][CH2:12]2)[CH:7]=[CH:6][C:3]=1[C:4]#[N:5].[CH3:14][O-:15].[Na+]. The catalyst is CO.O. The product is [CH:11]1([NH:10][C:8]2[CH:7]=[CH:6][C:3]([C:4]#[N:5])=[C:2]([O:15][CH3:14])[N:9]=2)[CH2:13][CH2:12]1. The yield is 0.580.